Predict which catalyst facilitates the given reaction. From a dataset of Catalyst prediction with 721,799 reactions and 888 catalyst types from USPTO. (1) Reactant: [CH:1]1([CH2:4][N:5]2[C:13]3[CH2:12][CH2:11][N:10]([C:14](=[O:16])[CH3:15])[CH2:9][C:8]=3[C:7]([NH:17][C:18]3[CH:19]=[C:20]([C:24]4[CH2:25][CH2:26][CH2:27][CH2:28][CH:29]=4)[CH:21]=[CH:22][CH:23]=3)=[N:6]2)[CH2:3][CH2:2]1. Product: [CH:24]1([C:20]2[CH:19]=[C:18]([NH:17][C:7]3[C:8]4[CH2:9][N:10]([C:14](=[O:16])[CH3:15])[CH2:11][CH2:12][C:13]=4[N:5]([CH2:4][CH:1]4[CH2:2][CH2:3]4)[N:6]=3)[CH:23]=[CH:22][CH:21]=2)[CH2:25][CH2:26][CH2:27][CH2:28][CH2:29]1. The catalyst class is: 50. (2) Reactant: [O:1]1[CH:5]=[CH:4][CH:3]=[C:2]1[C:6]1[CH:7]=[C:8]([NH:12][C:13]([C:15]2[CH:16]=[C:17]3[C:22](=[CH:23][CH:24]=2)[C:21]([Cl:25])=[N:20][N:19]=[C:18]3Cl)=[O:14])[CH:9]=[CH:10][CH:11]=1.[OH-].[Na+].[O:29]1CCOCC1.Cl. Product: [O:1]1[CH:5]=[CH:4][CH:3]=[C:2]1[C:6]1[CH:7]=[C:8]([NH:12][C:13]([C:15]2[CH:16]=[C:17]3[C:22](=[CH:23][CH:24]=2)[C:21]([Cl:25])=[N:20][NH:19][C:18]3=[O:29])=[O:14])[CH:9]=[CH:10][CH:11]=1. The catalyst class is: 6. (3) The catalyst class is: 9. Reactant: [NH:1]1[C:9]2[C:4](=[CH:5][CH:6]=[CH:7][CH:8]=2)[C:3]([C:10]([OH:12])=[O:11])=[CH:2]1.[H-].[Na+].[CH3:15]I.O. Product: [CH3:15][N:1]1[C:9]2[C:4](=[CH:5][CH:6]=[CH:7][CH:8]=2)[C:3]([C:10]([OH:12])=[O:11])=[CH:2]1. (4) Reactant: O=C1C2C(=CC=CC=2)C(=O)[N:3]1[C:12]1[CH:16]=[C:15]([CH:17]2[CH2:20][N:19]([C:21]([O:23][C:24]([CH3:27])([CH3:26])[CH3:25])=[O:22])[CH2:18]2)[N:14]([CH3:28])[N:13]=1.O.NN. Product: [NH2:3][C:12]1[CH:16]=[C:15]([CH:17]2[CH2:20][N:19]([C:21]([O:23][C:24]([CH3:26])([CH3:25])[CH3:27])=[O:22])[CH2:18]2)[N:14]([CH3:28])[N:13]=1. The catalyst class is: 8.